Dataset: Forward reaction prediction with 1.9M reactions from USPTO patents (1976-2016). Task: Predict the product of the given reaction. (1) Given the reactants [N:1]1([CH2:6][CH2:7][N:8]2[C:16]3[C:11](=[CH:12][CH:13]=[CH:14][C:15]=3[CH3:17])[CH:10]=[CH:9]2)[CH:5]=[CH:4][N:3]=[CH:2]1.[C:18](O[C:18]([C:20]([F:23])([F:22])[F:21])=[O:19])([C:20]([F:23])([F:22])[F:21])=[O:19], predict the reaction product. The product is: [F:21][C:20]([F:23])([F:22])[C:18]([C:10]1[C:11]2[C:16](=[C:15]([CH3:17])[CH:14]=[CH:13][CH:12]=2)[N:8]([CH2:7][CH2:6][N:1]2[CH:5]=[CH:4][N:3]=[CH:2]2)[CH:9]=1)=[O:19]. (2) Given the reactants [CH2:1]([CH:3]1[N:12]2[C:7](=[CH:8][C:9](=[O:18])[C:10]([C:13]([O:15]CC)=[O:14])=[CH:11]2)[C:6]2[CH:19]=[C:20]([O:27][CH3:28])[C:21]([O:23][CH2:24][C:25]#[CH:26])=[CH:22][C:5]=2[CH2:4]1)[CH3:2].[OH-].[Na+].Cl, predict the reaction product. The product is: [CH2:1]([CH:3]1[N:12]2[C:7](=[CH:8][C:9](=[O:18])[C:10]([C:13]([OH:15])=[O:14])=[CH:11]2)[C:6]2[CH:19]=[C:20]([O:27][CH3:28])[C:21]([O:23][CH2:24][C:25]#[CH:26])=[CH:22][C:5]=2[CH2:4]1)[CH3:2]. (3) Given the reactants [F:1][C:2]1[CH:7]=[CH:6][C:5]([C:8]#[C:9][CH2:10][O:11][C:12]2[CH:17]=[CH:16][C:15]([C:18]3[N:26](COCC[Si](C)(C)C)[C:25]4[C:24](=[O:35])[N:23]([CH2:36][CH2:37][CH3:38])[CH:22]=[N:21][C:20]=4[N:19]=3)=[CH:14][CH:13]=2)=[CH:4][CH:3]=1.Cl, predict the reaction product. The product is: [F:1][C:2]1[CH:7]=[CH:6][C:5]([C:8]#[C:9][CH2:10][O:11][C:12]2[CH:17]=[CH:16][C:15]([C:18]3[NH:26][C:25]4[C:24](=[O:35])[N:23]([CH2:36][CH2:37][CH3:38])[CH:22]=[N:21][C:20]=4[N:19]=3)=[CH:14][CH:13]=2)=[CH:4][CH:3]=1.